From a dataset of Reaction yield outcomes from USPTO patents with 853,638 reactions. Predict the reaction yield, written as a fraction of the theoretical maximum amount of product (1.0 means a 100% yield; for example, 0.34 means a 34% yield). (1) The reactants are [CH3:1][C:2]1[CH:9]=[CH:8][CH:7]=[CH:6][C:3]=1[C:4]#[N:5].[NH2:10][OH:11].O.C(Cl)Cl.CO. The catalyst is CCO. The product is [OH:11][N:10]=[C:4]([NH2:5])[C:3]1[CH:6]=[CH:7][CH:8]=[CH:9][C:2]=1[CH3:1]. The yield is 1.00. (2) The reactants are [I:1][C:2]1[C:10]2[C:5](=[CH:6][C:7]([C@H:11]3[C@@:13]4([C:21]5[C:16](=[CH:17][CH:18]=[CH:19][CH:20]=5)[NH:15][C:14]4=[O:22])[CH2:12]3)=[CH:8][CH:9]=2)[NH:4][N:3]=1.N1C2C(=CC=C([C@H]3[C@@]4(C5C(=CC=CC=5)N(C)C4=O)C3)C=2)[CH:25]=N1. No catalyst specified. The product is [I:1][C:2]1[C:10]2[C:5](=[CH:6][C:7]([C@H:11]3[C@@:13]4([C:21]5[C:16](=[CH:17][CH:18]=[CH:19][CH:20]=5)[N:15]([CH3:25])[C:14]4=[O:22])[CH2:12]3)=[CH:8][CH:9]=2)[NH:4][N:3]=1. The yield is 0.730. (3) The reactants are [CH3:1][O:2][C:3]1[CH:4]=[C:5]([CH:28]=[C:29]([O:33][CH3:34])[C:30]=1[O:31][CH3:32])[C:6]([C:8]1[N:9]=[C:10]([C:13]2[CH:27]=[CH:26][C:16]([CH2:17][NH:18]C(=O)OC(C)(C)C)=[CH:15][CH:14]=2)[S:11][CH:12]=1)=[O:7].[ClH:35]. The catalyst is C(Cl)Cl.O1CCOCC1. The product is [ClH:35].[NH2:18][CH2:17][C:16]1[CH:15]=[CH:14][C:13]([C:10]2[S:11][CH:12]=[C:8]([C:6]([C:5]3[CH:28]=[C:29]([O:33][CH3:34])[C:30]([O:31][CH3:32])=[C:3]([O:2][CH3:1])[CH:4]=3)=[O:7])[N:9]=2)=[CH:27][CH:26]=1. The yield is 0.813. (4) The reactants are [NH2:1][C:2]1[CH:35]=[CH:34][C:5]([CH2:6][CH:7]2[CH2:11][CH2:10][C@H:9]([C@H:12]([O:19][Si:20]([C:23]([CH3:26])([CH3:25])[CH3:24])([CH3:22])[CH3:21])[C:13]3[CH:18]=[CH:17][CH:16]=[CH:15][CH:14]=3)[N:8]2C(OC(C)(C)C)=O)=[CH:4][CH:3]=1.[H][H]. The catalyst is C(O)C.[Pd]. The product is [Si:20]([O:19][C@H:12]([C:13]1[CH:14]=[CH:15][CH:16]=[CH:17][CH:18]=1)[C@@H:9]1[NH:8][CH:7]([CH2:6][C:5]2[CH:4]=[CH:3][C:2]([NH2:1])=[CH:35][CH:34]=2)[CH2:11][CH2:10]1)([C:23]([CH3:25])([CH3:26])[CH3:24])([CH3:22])[CH3:21]. The yield is 0.660. (5) The reactants are [CH3:1][C:2]([CH3:7])=[CH:3][C:4](O)=[O:5].O=S(Cl)Cl.[NH2:12][C:13]1[CH:18]=[CH:17][CH:16]=[CH:15][CH:14]=1.CCN(CC)CC. No catalyst specified. The product is [C:13]1([NH:12][C:4](=[O:5])[CH:3]=[C:2]([CH3:7])[CH3:1])[CH:18]=[CH:17][CH:16]=[CH:15][CH:14]=1. The yield is 0.800. (6) The reactants are [CH:1]([C:3]1[NH:7][C:6]([CH3:8])=[C:5]([C:9]([OH:11])=O)[C:4]=1[CH3:12])=[O:2].O[C:14]1C2N=NNC=2C=C[CH:15]=1.C([NH:25][CH2:26][CH2:27][NH:28][CH2:29][CH3:30])C.[OH-].[Na+]. The catalyst is O.[Cl-].[Na+].O.C(=O)(O)[O-].[Na+].C(N(CC)CC)C.CN(C)C=O. The product is [CH2:14]([N:28]([CH2:29][CH3:30])[CH2:27][CH2:26][NH:25][C:9]([C:5]1[C:4]([CH3:12])=[C:3]([CH:1]=[O:2])[NH:7][C:6]=1[CH3:8])=[O:11])[CH3:15]. The yield is 0.430. (7) The reactants are [OH-].[Na+].ClC1C=CC(C([O:10][CH2:11][C@@H:12]([N:16]([CH3:26])[C:17](=[O:25])[C:18]2[CH:23]=[CH:22][C:21]([Cl:24])=[CH:20][CH:19]=2)[CH:13]([CH3:15])[CH3:14])=O)=CC=1.O.C(O)(=O)C. The catalyst is CO. The product is [Cl:24][C:21]1[CH:22]=[CH:23][C:18]([C:17]([N:16]([C@@H:12]([CH:13]([CH3:15])[CH3:14])[CH2:11][OH:10])[CH3:26])=[O:25])=[CH:19][CH:20]=1. The yield is 0.710.